This data is from Peptide-MHC class I binding affinity with 185,985 pairs from IEDB/IMGT. The task is: Regression. Given a peptide amino acid sequence and an MHC pseudo amino acid sequence, predict their binding affinity value. This is MHC class I binding data. (1) The peptide sequence is CTFLLNKEMY. The binding affinity (normalized) is 0. The MHC is HLA-A24:02 with pseudo-sequence HLA-A24:02. (2) The peptide sequence is KMFHGGLRY. The MHC is HLA-B15:17 with pseudo-sequence HLA-B15:17. The binding affinity (normalized) is 1.00. (3) The peptide sequence is VPDADPPIPY. The MHC is HLA-B07:02 with pseudo-sequence HLA-B07:02. The binding affinity (normalized) is 0.296. (4) The binding affinity (normalized) is 0.575. The MHC is HLA-B39:01 with pseudo-sequence HLA-B39:01. The peptide sequence is SHEGEGIPL. (5) The peptide sequence is VLEWRFDSRL. The MHC is HLA-A02:01 with pseudo-sequence HLA-A02:01. The binding affinity (normalized) is 0.0624. (6) The peptide sequence is MPAMVPPYA. The MHC is HLA-A26:01 with pseudo-sequence HLA-A26:01. The binding affinity (normalized) is 0.0847. (7) The peptide sequence is LLWTLVVLL. The MHC is HLA-A33:01 with pseudo-sequence HLA-A33:01. The binding affinity (normalized) is 0.0675.